This data is from Reaction yield outcomes from USPTO patents with 853,638 reactions. The task is: Predict the reaction yield, written as a fraction of the theoretical maximum amount of product (1.0 means a 100% yield; for example, 0.34 means a 34% yield). The reactants are C([O:3][C:4]([C:6]1([NH:11][C:12]([CH:14]2[CH2:18][CH:17]([OH:19])[CH2:16][CH:15]2[C:20](=[O:29])[N:21]([CH2:23][CH2:24][CH2:25][CH2:26][CH:27]=[CH2:28])[CH3:22])=[O:13])[CH2:8][CH:7]1[CH:9]=[CH2:10])=[O:5])C.[Li+].[OH-].Cl. The catalyst is CN(C=O)C. The product is [CH2:23]([N:21]([CH3:22])[C:20]([CH:15]1[CH2:16][CH:17]([OH:19])[CH2:18][CH:14]1[C:12]([NH:11][C:6]1([C:4]([OH:5])=[O:3])[CH2:8][CH:7]1[CH:9]=[CH2:10])=[O:13])=[O:29])[CH2:24][CH2:25][CH2:26][CH:27]=[CH2:28]. The yield is 0.900.